Predict the product of the given reaction. From a dataset of Forward reaction prediction with 1.9M reactions from USPTO patents (1976-2016). Given the reactants [F:1][CH2:2][C:3](Cl)=[O:4].[N:6]1[N:7]=[C:8]([C:15]2[CH:24]=[CH:23][C:22]3[C:17](=[C:18]([O:25][CH2:26][C:27]([CH3:31])([CH3:30])[CH2:28][NH2:29])[CH:19]=[CH:20][CH:21]=3)[N:16]=2)[N:9]2[CH:14]=[CH:13][CH:12]=[CH:11][C:10]=12.C(N(C(C)C)CC)(C)C, predict the reaction product. The product is: [N:6]1[N:7]=[C:8]([C:15]2[CH:24]=[CH:23][C:22]3[C:17](=[C:18]([O:25][CH2:26][C:27]([CH3:31])([CH3:30])[CH2:28][NH:29][C:3](=[O:4])[CH2:2][F:1])[CH:19]=[CH:20][CH:21]=3)[N:16]=2)[N:9]2[CH:14]=[CH:13][CH:12]=[CH:11][C:10]=12.